This data is from NCI-60 drug combinations with 297,098 pairs across 59 cell lines. The task is: Regression. Given two drug SMILES strings and cell line genomic features, predict the synergy score measuring deviation from expected non-interaction effect. (1) Cell line: A549. Drug 1: C1CCN(CC1)CCOC2=CC=C(C=C2)C(=O)C3=C(SC4=C3C=CC(=C4)O)C5=CC=C(C=C5)O. Drug 2: CN(C(=O)NC(C=O)C(C(C(CO)O)O)O)N=O. Synergy scores: CSS=-3.46, Synergy_ZIP=3.22, Synergy_Bliss=4.25, Synergy_Loewe=-2.88, Synergy_HSA=-2.40. (2) Drug 1: CN(C)N=NC1=C(NC=N1)C(=O)N. Drug 2: C1=CC(=CC=C1CC(C(=O)O)N)N(CCCl)CCCl.Cl. Cell line: NCI-H226. Synergy scores: CSS=2.75, Synergy_ZIP=-1.02, Synergy_Bliss=3.83, Synergy_Loewe=-4.16, Synergy_HSA=1.06. (3) Drug 1: CC(C1=C(C=CC(=C1Cl)F)Cl)OC2=C(N=CC(=C2)C3=CN(N=C3)C4CCNCC4)N. Drug 2: C(CC(=O)O)C(=O)CN.Cl. Cell line: BT-549. Synergy scores: CSS=-9.34, Synergy_ZIP=0.0695, Synergy_Bliss=-5.07, Synergy_Loewe=-9.09, Synergy_HSA=-9.16. (4) Drug 2: COC1=CC(=CC(=C1O)OC)C2C3C(COC3=O)C(C4=CC5=C(C=C24)OCO5)OC6C(C(C7C(O6)COC(O7)C8=CC=CS8)O)O. Cell line: MDA-MB-435. Synergy scores: CSS=9.62, Synergy_ZIP=0.677, Synergy_Bliss=5.85, Synergy_Loewe=-4.73, Synergy_HSA=1.17. Drug 1: C1CCN(CC1)CCOC2=CC=C(C=C2)C(=O)C3=C(SC4=C3C=CC(=C4)O)C5=CC=C(C=C5)O.